This data is from Full USPTO retrosynthesis dataset with 1.9M reactions from patents (1976-2016). The task is: Predict the reactants needed to synthesize the given product. (1) Given the product [C:28]([NH:32][S:33]([C:36]1[CH:37]=[CH:38][CH:39]=[C:40]([C:2]2[CH:7]=[C:6]([C:8]3[N:13]=[C:12]([C:14]([F:17])([F:16])[F:15])[CH:11]=[C:10]([C:18]4[CH:23]=[CH:22][C:21]([C:24]([F:27])([F:26])[F:25])=[CH:20][CH:19]=4)[N:9]=3)[CH:5]=[CH:4][N:3]=2)[CH:41]=1)(=[O:35])=[O:34])([CH3:31])([CH3:29])[CH3:30], predict the reactants needed to synthesize it. The reactants are: Cl[C:2]1[CH:7]=[C:6]([C:8]2[N:13]=[C:12]([C:14]([F:17])([F:16])[F:15])[CH:11]=[C:10]([C:18]3[CH:23]=[CH:22][C:21]([C:24]([F:27])([F:26])[F:25])=[CH:20][CH:19]=3)[N:9]=2)[CH:5]=[CH:4][N:3]=1.[C:28]([NH:32][S:33]([C:36]1[CH:37]=[C:38](B(O)O)[CH:39]=[CH:40][CH:41]=1)(=[O:35])=[O:34])([CH3:31])([CH3:30])[CH3:29]. (2) Given the product [CH3:24][O:1][C:2]1[C:11]2[C:6](=[CH:7][CH:8]=[CH:9][CH:10]=2)[N:5]([CH3:12])[C:4](=[O:13])[C:3]=1[C:14]([NH:16][CH2:17][C:18]([OH:20])=[O:19])=[O:15], predict the reactants needed to synthesize it. The reactants are: [OH:1][C:2]1[C:11]2[C:6](=[CH:7][CH:8]=[CH:9][CH:10]=2)[N:5]([CH3:12])[C:4](=[O:13])[C:3]=1[C:14]([NH:16][CH2:17][C:18]([O:20]C)=[O:19])=[O:15].CO.[C:24]1(P(C2C=CC=CC=2)C2C=CC=CC=2)C=CC=CC=1.N(C(OCC)=O)=NC(OCC)=O. (3) Given the product [F:20][C:2]([F:1])([F:19])[C:3]1[CH:4]=[CH:5][C:6]([CH:9]2[C:18]3[C:13](=[CH:14][CH:15]=[CH:16][CH:17]=3)[CH2:12][CH2:11][N:10]2[C:21](=[S:22])[NH2:23])=[CH:7][CH:8]=1, predict the reactants needed to synthesize it. The reactants are: [F:1][C:2]([F:20])([F:19])[C:3]1[CH:8]=[CH:7][C:6]([CH:9]2[C:18]3[C:13](=[CH:14][CH:15]=[CH:16][CH:17]=3)[CH2:12][CH2:11][NH:10]2)=[CH:5][CH:4]=1.[C:21](N1C=CN=C1)([N:23]1C=CN=C1)=[S:22].N.